Predict which catalyst facilitates the given reaction. From a dataset of Catalyst prediction with 721,799 reactions and 888 catalyst types from USPTO. (1) The catalyst class is: 487. Product: [C:1]([O:5][C:6]([N:8]1[C:12]2[CH:13]=[CH:14][C:15]([O:17][CH3:18])=[CH:16][C:11]=2[N:10]=[C:9]1[C:19]1[CH:24]=[C:23]([N:27]2[CH2:28][CH2:29][CH:30]([C:33]([N:35]3[CH2:39][CH2:38][CH2:37][CH2:36]3)=[O:34])[CH2:31][CH2:32]2)[CH:22]=[CH:21][C:20]=1[Cl:26])=[O:7])([CH3:4])([CH3:3])[CH3:2]. Reactant: [C:1]([O:5][C:6]([N:8]1[C:12]2[CH:13]=[CH:14][C:15]([O:17][CH3:18])=[CH:16][C:11]=2[N:10]=[C:9]1[C:19]1[CH:24]=[C:23](Br)[CH:22]=[CH:21][C:20]=1[Cl:26])=[O:7])([CH3:4])([CH3:3])[CH3:2].[NH:27]1[CH2:32][CH2:31][CH:30]([C:33]([N:35]2[CH2:39][CH2:38][CH2:37][CH2:36]2)=[O:34])[CH2:29][CH2:28]1.C(=O)([O-])[O-].[Cs+].[Cs+].C1C=CC(P(C2C(C3C(P(C4C=CC=CC=4)C4C=CC=CC=4)=CC=C4C=3C=CC=C4)=C3C(C=CC=C3)=CC=2)C2C=CC=CC=2)=CC=1. (2) Reactant: [OH:1][CH2:2][C:3]1[C:7]2[CH:8]=[C:9]([C:12]3[CH:21]=[CH:20][C:15]([C:16]([O:18][CH3:19])=[O:17])=[CH:14][CH:13]=3)[CH:10]=[CH:11][C:6]=2[S:5][CH:4]=1.CC(OI1(OC(C)=O)(OC(C)=O)OC(=O)C2C=CC=CC1=2)=O. Product: [CH:2]([C:3]1[C:7]2[CH:8]=[C:9]([C:12]3[CH:21]=[CH:20][C:15]([C:16]([O:18][CH3:19])=[O:17])=[CH:14][CH:13]=3)[CH:10]=[CH:11][C:6]=2[S:5][CH:4]=1)=[O:1]. The catalyst class is: 4. (3) Reactant: C([O:31][CH2:30][C:17](CO)([CH2:24]OC[C:17]([CH2:30][O:31]C(=O)C=C)([CH2:24]OC(=O)C=C)[CH2:18]OC(=O)C=C)[CH2:18]OC(=O)C=C)(=O)C=C.[C:75](OCC(CO[C:75](=[O:78])[CH:76]=[CH2:77])(COCC(CO[C:75](=[O:78])[CH:76]=[CH2:77])(CO[C:75](=[O:78])[CH:76]=[CH2:77])CO[C:75](=[O:78])[CH:76]=[CH2:77])CO[C:75](=[O:78])[CH:76]=[CH2:77])(=[O:78])[CH:76]=[CH2:77]. Product: [CH2:18]1[CH2:77][CH2:76][C:75]([OH:78])([C:30]([C:17]2[CH:18]=[CH:18][CH:17]=[CH:30][CH:24]=2)=[O:31])[CH2:24][CH2:17]1. The catalyst class is: 824. (4) Reactant: C(N(C(C)C)CC)(C)C.[NH2:10][C@H:11]([C:32]([O:34][CH3:35])=[O:33])[CH2:12][N:13]1[C:17](=[O:18])[C:16]2([CH2:23][CH2:22][N:21]([C:24]([O:26][C:27]([CH3:30])([CH3:29])[CH3:28])=[O:25])[CH2:20][CH2:19]2)[NH:15][C:14]1=[O:31].[CH2:36]([O:43][C:44](ON1C(=O)CCC1=O)=[O:45])[C:37]1[CH:42]=[CH:41][CH:40]=[CH:39][CH:38]=1. Product: [CH2:36]([O:43][C:44]([NH:10][C@H:11]([C:32]([O:34][CH3:35])=[O:33])[CH2:12][N:13]1[C:17](=[O:18])[C:16]2([CH2:23][CH2:22][N:21]([C:24]([O:26][C:27]([CH3:30])([CH3:29])[CH3:28])=[O:25])[CH2:20][CH2:19]2)[NH:15][C:14]1=[O:31])=[O:45])[C:37]1[CH:42]=[CH:41][CH:40]=[CH:39][CH:38]=1. The catalyst class is: 3. (5) Reactant: CN(C=O)C.[CH:6]1[C:15]2[CH:14]=[CH:13][CH:12]=[C:11]([S:16]([OH:19])(=O)=[O:17])[C:10]=2[CH:9]=[CH:8][N:7]=1.S(Cl)([Cl:22])=O. Product: [ClH:22].[CH:6]1[C:15]2[CH:14]=[CH:13][CH:12]=[C:11]([S:16]([Cl:22])(=[O:19])=[O:17])[C:10]=2[CH:9]=[CH:8][N:7]=1. The catalyst class is: 2.